Dataset: Full USPTO retrosynthesis dataset with 1.9M reactions from patents (1976-2016). Task: Predict the reactants needed to synthesize the given product. (1) Given the product [CH2:1]([N:8]1[C:12]([C:13]2[CH:18]=[CH:17][C:16]([F:19])=[CH:15][CH:14]=2)=[C:11]([C:30]2[CH:31]=[CH:32][C:33]3[O:38][CH2:37][C:36](=[O:39])[NH:35][C:34]=3[CH:40]=2)[C:10]([CH3:21])=[N:9]1)[C:2]1[CH:7]=[CH:6][CH:5]=[CH:4][CH:3]=1, predict the reactants needed to synthesize it. The reactants are: [CH2:1]([N:8]1[C:12]([C:13]2[CH:18]=[CH:17][C:16]([F:19])=[CH:15][CH:14]=2)=[C:11](Br)[C:10]([CH3:21])=[N:9]1)[C:2]1[CH:7]=[CH:6][CH:5]=[CH:4][CH:3]=1.CC1(C)C(C)(C)OB([C:30]2[CH:31]=[CH:32][C:33]3[O:38][CH2:37][C:36](=[O:39])[NH:35][C:34]=3[CH:40]=2)O1.C(=O)([O-])[O-].[Cs+].[Cs+]. (2) Given the product [NH2:1][C:2]1[C:11]([C:12]([O:14][CH2:15][CH3:16])=[O:13])=[CH:10][CH:9]=[C:8]2[C:3]=1[C:4]([C:19]1[CH:24]=[CH:23][CH:22]=[C:21]([NH2:25])[CH:20]=1)=[N:5][C:6]([S:17][CH3:18])=[N:7]2, predict the reactants needed to synthesize it. The reactants are: [NH2:1][C:2]1[C:11]([C:12]([O:14][CH2:15][CH3:16])=[O:13])=[CH:10][CH:9]=[C:8]2[C:3]=1[C:4]([C:19]1[CH:24]=[CH:23][CH:22]=[C:21]([N+:25]([O-])=O)[CH:20]=1)=[N:5][C:6]([S:17][CH3:18])=[N:7]2.O.O.Cl[Sn]Cl.CCO.Cl. (3) Given the product [ClH:30].[ClH:30].[NH2:22][C@@H:20]1[CH2:21][C@H:19]1[C:15]1[CH:14]=[C:13]([CH:18]=[CH:17][CH:16]=1)[C:11]([NH:10][C:8]1[CH:7]=[N:6][N:5]([C:1]([CH3:4])([CH3:2])[CH3:3])[CH:9]=1)=[O:12], predict the reactants needed to synthesize it. The reactants are: [C:1]([N:5]1[CH:9]=[C:8]([NH:10][C:11]([C:13]2[CH:14]=[C:15]([C@@H:19]3[CH2:21][C@H:20]3[NH:22]C(=O)OC(C)(C)C)[CH:16]=[CH:17][CH:18]=2)=[O:12])[CH:7]=[N:6]1)([CH3:4])([CH3:3])[CH3:2].[ClH:30].CO. (4) The reactants are: C(OC1C=CC(OC(CO)CO)=NC=1)C1C=CC=CC=1.C(OC(OCC)CCCNC(=O)C)C.[CH2:35]([O:42][C:43]1[CH:44]=[CH:45][C:46]([O:49][C@H:50]2[CH2:55][O:54][C@@H:53]([CH2:56][CH2:57][CH2:58][NH:59][C:60](=[O:62])[CH3:61])[O:52][CH2:51]2)=[N:47][CH:48]=1)[C:36]1[CH:41]=[CH:40][CH:39]=[CH:38][CH:37]=1.C(OC1C=CC(O[C@@H]2CO[C@@H](CCCNC(=O)C)OC2)=NC=1)C1C=CC=CC=1. Given the product [CH2:35]([O:42][C:43]1[CH:44]=[CH:45][C:46]([O:49][CH:50]2[CH2:55][O:54][CH:53]([CH2:56][CH2:57][CH2:58][NH:59][C:60](=[O:62])[CH3:61])[O:52][CH2:51]2)=[N:47][CH:48]=1)[C:36]1[CH:37]=[CH:38][CH:39]=[CH:40][CH:41]=1, predict the reactants needed to synthesize it. (5) Given the product [Cl:1][C:2]1[CH:3]=[CH:4][C:5]([CH2:6][CH:7]2[C:13]3([CH2:14][O:15][S:27]([CH3:26])(=[O:29])=[O:28])[C:10]([CH3:16])([CH2:11][O:12]3)[CH2:9][CH2:8]2)=[CH:17][CH:18]=1, predict the reactants needed to synthesize it. The reactants are: [Cl:1][C:2]1[CH:18]=[CH:17][C:5]([CH2:6][CH:7]2[C:13]3([CH2:14][OH:15])[C:10]([CH3:16])([CH2:11][O:12]3)[CH2:9][CH2:8]2)=[CH:4][CH:3]=1.C(N(CC)CC)C.[CH3:26][S:27](Cl)(=[O:29])=[O:28].O. (6) Given the product [C:5]1([O:6][CH2:11][CH2:10][CH2:9][S:13]([OH:15])(=[O:14])=[O:12])[CH:7]=[CH:8][C:1]([O:2][CH2:11][CH2:10][CH2:9][S:13]([OH:12])(=[O:15])=[O:14])=[CH:3][CH:4]=1, predict the reactants needed to synthesize it. The reactants are: [C:1]1([CH:8]=[CH:7][C:5]([OH:6])=[CH:4][CH:3]=1)[OH:2].[CH2:9]1[S:13](=[O:15])(=[O:14])[O:12][CH2:11][CH2:10]1.